Dataset: Forward reaction prediction with 1.9M reactions from USPTO patents (1976-2016). Task: Predict the product of the given reaction. (1) Given the reactants Cl[C:2]1[N:7]=[CH:6][N:5]=[C:4]2[NH:8][N:9]=[CH:10][C:3]=12.C(N(CC)CC)C.[C:18]([NH:25][CH:26]1[CH2:31][CH2:30][NH:29][CH2:28][CH2:27]1)([O:20][C:21]([CH3:24])([CH3:23])[CH3:22])=[O:19], predict the reaction product. The product is: [C:21]([O:20][C:18](=[O:19])[NH:25][CH:26]1[CH2:31][CH2:30][N:29]([C:2]2[N:7]=[CH:6][N:5]=[C:4]3[NH:8][N:9]=[CH:10][C:3]=23)[CH2:28][CH2:27]1)([CH3:24])([CH3:22])[CH3:23]. (2) Given the reactants N1C2C(=CC=C3C=2N=CC=C3)C=CC=1.C(=O)([O-])[O-].[Cs+].[Cs+].[Br:21][C:22]1[C:27]([CH3:28])=[CH:26][CH:25]=[CH:24][C:23]=1I.[O:30]1[CH2:34][CH2:33][CH:32]([OH:35])[CH2:31]1, predict the reaction product. The product is: [Br:21][C:22]1[C:27]([CH3:28])=[CH:26][CH:25]=[CH:24][C:23]=1[O:35][CH:32]1[CH2:33][CH2:34][O:30][CH2:31]1. (3) Given the reactants [C:1]1(=[O:11])[C:9]2[C:4](=[CH:5][CH:6]=[CH:7][CH:8]=2)[C:3](=[O:10])O1.[NH2:12][CH2:13][CH2:14][C:15]([OH:17])=[O:16], predict the reaction product. The product is: [O:10]=[C:3]1[C:4]2[C:9](=[CH:8][CH:7]=[CH:6][CH:5]=2)[C:1](=[O:11])[N:12]1[CH2:13][CH2:14][C:15]([OH:17])=[O:16]. (4) Given the reactants Br[C:2]1[C:3]2[C:8]([C:9]3[CH:10]=[CH:11][CH:12]=[CH:13][C:14]=3[CH:15]=1)=[CH:7][CH:6]=[CH:5][CH:4]=2.[Li][CH2:17]CCC.COS(OC)(=O)=O.Cl, predict the reaction product. The product is: [CH3:17][C:2]1[C:3]2[C:8]([C:9]3[CH:10]=[CH:11][CH:12]=[CH:13][C:14]=3[CH:15]=1)=[CH:7][CH:6]=[CH:5][CH:4]=2. (5) Given the reactants [CH2:1]([C:3]1[O:7][C:6]([CH2:8][C:9]2[CH:10]=[C:11]([NH:29]C(=O)C(F)(F)F)[CH:12]=[CH:13][C:14]=2[S:15](=[O:28])(=[O:27])[NH:16][C:17]2[CH:18]=[CH:19][C:20]3[CH2:24][O:23][B:22]([OH:25])[C:21]=3[CH:26]=2)=[N:5][N:4]=1)[CH3:2], predict the reaction product. The product is: [NH2:29][C:11]1[CH:12]=[CH:13][C:14]([S:15]([NH:16][C:17]2[CH:18]=[CH:19][C:20]3[CH2:24][O:23][B:22]([OH:25])[C:21]=3[CH:26]=2)(=[O:27])=[O:28])=[C:9]([CH2:8][C:6]2[O:7][C:3]([CH2:1][CH3:2])=[N:4][N:5]=2)[CH:10]=1. (6) Given the reactants [CH3:1][NH:2][C:3]([NH:5][CH2:6][C:7]1[CH:15]=[CH:14][C:10]([C:11]([OH:13])=O)=[CH:9][CH:8]=1)=[O:4].Cl.[CH2:17]([O:19][CH2:20][C@@H:21]1[CH2:26][CH2:25][CH2:24][N:23]([CH2:27][C@H:28]2[CH2:33][CH2:32][CH2:31][CH2:30][C@@H:29]2[NH2:34])[CH2:22]1)[CH3:18].CN(C(ON1N=NC2C=CC=NC1=2)=[N+](C)C)C.F[P-](F)(F)(F)(F)F.C(N(C(C)C)CC)(C)C, predict the reaction product. The product is: [CH2:17]([O:19][CH2:20][C@@H:21]1[CH2:26][CH2:25][CH2:24][N:23]([CH2:27][C@H:28]2[CH2:33][CH2:32][CH2:31][CH2:30][C@@H:29]2[NH:34][C:11](=[O:13])[C:10]2[CH:9]=[CH:8][C:7]([CH2:6][NH:5][C:3]([NH:2][CH3:1])=[O:4])=[CH:15][CH:14]=2)[CH2:22]1)[CH3:18].